From a dataset of Full USPTO retrosynthesis dataset with 1.9M reactions from patents (1976-2016). Predict the reactants needed to synthesize the given product. (1) Given the product [C:12]([C:8]1[C:3]([C:4]([O:6][CH3:7])=[O:5])=[C:2]([C:19]2[CH:18]=[N:17][N:16]([CH2:14][CH3:15])[CH:20]=2)[N:11]=[CH:10][CH:9]=1)#[N:13], predict the reactants needed to synthesize it. The reactants are: Cl[C:2]1[N:11]=[CH:10][CH:9]=[C:8]([C:12]#[N:13])[C:3]=1[C:4]([O:6][CH3:7])=[O:5].[CH2:14]([N:16]1[CH:20]=[C:19](B2OC(C)(C)C(C)(C)O2)[CH:18]=[N:17]1)[CH3:15].C([O-])([O-])=O.[Na+].[Na+].O. (2) Given the product [CH2:36]([N:1]1[CH2:4][CH:3]([C:5]#[C:6][C:7]2[CH:16]=[C:15]3[C:10]([C:11](=[O:28])[C:12]([C:17]4[CH:22]=[CH:21][C:20]([NH:23][S:24]([CH3:27])(=[O:26])=[O:25])=[CH:19][CH:18]=4)=[CH:13][O:14]3)=[CH:9][CH:8]=2)[CH2:2]1)[CH:37]([CH3:39])[CH3:38], predict the reactants needed to synthesize it. The reactants are: [NH:1]1[CH2:4][CH:3]([C:5]#[C:6][C:7]2[CH:16]=[C:15]3[C:10]([C:11](=[O:28])[C:12]([C:17]4[CH:22]=[CH:21][C:20]([NH:23][S:24]([CH3:27])(=[O:26])=[O:25])=[CH:19][CH:18]=4)=[CH:13][O:14]3)=[CH:9][CH:8]=2)[CH2:2]1.FC(F)(F)C(O)=O.[CH:36](=O)[CH:37]([CH3:39])[CH3:38].C(N(CC)CC)C.C(O[BH-](OC(=O)C)OC(=O)C)(=O)C.[Na+]. (3) Given the product [C:1]([O:5][C:6](=[O:16])[NH:7][CH2:8][C:9]1[C:14]([Br:24])=[CH:13][N:12]=[C:11]([NH2:15])[CH:10]=1)([CH3:4])([CH3:2])[CH3:3], predict the reactants needed to synthesize it. The reactants are: [C:1]([O:5][C:6](=[O:16])[NH:7][CH2:8][C:9]1[CH:14]=[CH:13][N:12]=[C:11]([NH2:15])[CH:10]=1)([CH3:4])([CH3:3])[CH3:2].C1C(=O)N([Br:24])C(=O)C1. (4) Given the product [CH2:15]([O:22][C:23]1[CH:24]=[CH:25][C:26]2[NH:31][C:7]3[C:9]4[C:4]([C:5](=[O:6])[C:28]=3[C:27]=2[CH:30]=1)=[C:3]([O:2][CH3:1])[CH:12]=[C:11]([O:13][CH3:14])[CH:10]=4)[C:16]1[CH:17]=[CH:18][CH:19]=[CH:20][CH:21]=1.[CH2:15]([O:22][C:23]1[CH:24]=[CH:25][C:26]2[NH:31][C:5]3[C:4]4[C:9]([C:7](=[O:8])[C:28]=3[C:27]=2[CH:30]=1)=[CH:10][C:11]([O:13][CH3:14])=[CH:12][C:3]=4[O:2][CH3:1])[C:16]1[CH:17]=[CH:18][CH:19]=[CH:20][CH:21]=1, predict the reactants needed to synthesize it. The reactants are: [CH3:1][O:2][C:3]1[CH:12]=[C:11]([O:13][CH3:14])[CH:10]=[C:9]2[C:4]=1[CH2:5][O:6][C:7]2=[O:8].[CH2:15]([O:22][C:23]1[CH:24]=[CH:25][C:26]([N+:31]([O-])=O)=[C:27]([CH:30]=1)[CH:28]=O)[C:16]1[CH:21]=[CH:20][CH:19]=[CH:18][CH:17]=1. (5) Given the product [F:39][CH:2]([F:1])[CH2:3][C:4]1[N:5]=[C:6]([C:17]2[CH:18]=[CH:19][C:20]([C:23]3[CH:28]=[CH:27][C:26]([OH:29])=[CH:25][CH:24]=3)=[N:21][CH:22]=2)[N:7]([CH2:9][O:10][CH2:11][CH2:12][Si:13]([CH3:16])([CH3:14])[CH3:15])[CH:8]=1, predict the reactants needed to synthesize it. The reactants are: [F:1][C:2]([F:39])=[CH:3][C:4]1[N:5]=[C:6]([C:17]2[CH:18]=[CH:19][C:20]([C:23]3[CH:28]=[CH:27][C:26]([O:29]CC4C=CC(OC)=CC=4)=[CH:25][CH:24]=3)=[N:21][CH:22]=2)[N:7]([CH2:9][O:10][CH2:11][CH2:12][Si:13]([CH3:16])([CH3:15])[CH3:14])[CH:8]=1.